The task is: Predict the reactants needed to synthesize the given product.. This data is from Full USPTO retrosynthesis dataset with 1.9M reactions from patents (1976-2016). (1) Given the product [CH:2]1([CH2:5][O:6][C:7]2[CH:12]=[CH:11][C:10]([CH3:13])=[CH:9][C:8]=2[C:14]2[C:15]3[NH:22][C:21]([CH3:23])=[C:20]([C:24]([NH:26][CH:27]4[CH2:28][CH2:29][N:30]([C:36](=[O:37])[CH2:35][O:34][CH3:33])[CH2:31][CH2:32]4)=[O:25])[C:16]=3[N:17]=[CH:18][N:19]=2)[CH2:4][CH2:3]1, predict the reactants needed to synthesize it. The reactants are: Cl.[CH:2]1([CH2:5][O:6][C:7]2[CH:12]=[CH:11][C:10]([CH3:13])=[CH:9][C:8]=2[C:14]2[C:15]3[NH:22][C:21]([CH3:23])=[C:20]([C:24]([NH:26][CH:27]4[CH2:32][CH2:31][NH:30][CH2:29][CH2:28]4)=[O:25])[C:16]=3[N:17]=[CH:18][N:19]=2)[CH2:4][CH2:3]1.[CH3:33][O:34][CH2:35][C:36](Cl)=[O:37]. (2) Given the product [CH3:8][C:6]1[CH:5]=[N:4][C:3]2[NH:9][C:10]3[CH2:15][CH2:14][CH2:13][C:12](=[O:16])[C:11]=3[C:2]=2[CH:7]=1, predict the reactants needed to synthesize it. The reactants are: Br[C:2]1[C:3]([NH:9][C:10]2[CH2:15][CH2:14][CH2:13][C:12](=[O:16])[CH:11]=2)=[N:4][CH:5]=[C:6]([CH3:8])[CH:7]=1.C(=O)([O-])[O-].[Cs+].[Cs+].C1(C)C=CC=CC=1.Cl. (3) The reactants are: C1(CN2C(=O)C(CCCN3CCN(C)CC3)=CC(C3C=CC(OC)=C(F)C=3)=N2)CC1.[F:31][C:32]1[CH:37]=[CH:36][C:35]([C:38]2[CH:39]=[C:40]([C:45]([O:47]C)=[O:46])[C:41](=[O:44])[NH:42][N:43]=2)=[CH:34][C:33]=1[CH3:49].CS(O[CH2:55][CH2:56][CH2:57][C:58]1[CH:63]=[CH:62][C:61]([Cl:64])=[CH:60][CH:59]=1)(=O)=O.FC1C=C(F)C=CC=1C1C=C(COS(C)(=O)=O)C(=O)N(CC(C)C)N=1. Given the product [C:45]([C:40]1[C:41](=[O:44])[N:42]([CH2:55][CH2:56][CH2:57][C:58]2[CH:63]=[CH:62][C:61]([Cl:64])=[CH:60][CH:59]=2)[N:43]=[C:38]([C:35]2[CH:36]=[CH:37][C:32]([F:31])=[C:33]([CH3:49])[CH:34]=2)[CH:39]=1)([OH:47])=[O:46], predict the reactants needed to synthesize it. (4) Given the product [Cl:1][C:2]1[CH:3]=[CH:4][C:5]([NH:8][C:9]([CH:11]2[CH2:16][C:15]([F:18])([F:17])[CH2:14][N:13]([C:28](=[O:29])[C:27]3[CH:31]=[CH:32][CH:33]=[C:25]([C:20]4[N:19]=[CH:24][CH:23]=[CH:22][N:21]=4)[CH:26]=3)[CH2:12]2)=[O:10])=[CH:6][CH:7]=1, predict the reactants needed to synthesize it. The reactants are: [Cl:1][C:2]1[CH:7]=[CH:6][C:5]([NH:8][C:9]([CH:11]2[CH2:16][C:15]([F:18])([F:17])[CH2:14][NH:13][CH2:12]2)=[O:10])=[CH:4][CH:3]=1.[N:19]1[CH:24]=[CH:23][CH:22]=[N:21][C:20]=1[C:25]1[CH:26]=[C:27]([CH:31]=[CH:32][CH:33]=1)[C:28](O)=[O:29].Cl.CN(C)CCCN=C=NCC.C(N(CC)C(C)C)(C)C. (5) Given the product [O:21]=[S:17]1(=[O:22])[CH2:18][CH2:19][CH2:20][N:16]1[C:14]1[CH:13]=[CH:12][C:11]([C:23]([N:25]2[CH2:30][CH2:29][N:28]([C:31]3[C:36]([CH3:37])=[CH:35][C:34]([CH3:38])=[C:33]([CH3:39])[N:32]=3)[CH2:27][CH2:26]2)=[O:24])=[C:10]([C:9]([N:8]2[CH2:6][CH2:51][CH2:50][CH2:49]2)=[O:40])[CH:15]=1, predict the reactants needed to synthesize it. The reactants are: C(O[C:6]([N:8](C(OC(C)(C)C)=O)[C:9](=[O:40])[C:10]1[CH:15]=[C:14]([N:16]2[CH2:20][CH2:19][CH2:18][S:17]2(=[O:22])=[O:21])[CH:13]=[CH:12][C:11]=1[C:23]([N:25]1[CH2:30][CH2:29][N:28]([C:31]2[C:36]([CH3:37])=[CH:35][C:34]([CH3:38])=[C:33]([CH3:39])[N:32]=2)[CH2:27][CH2:26]1)=[O:24])=O)(C)(C)C.N1C[CH2:51][CH2:50][CH2:49]1. (6) Given the product [F:18][C:15]1[CH:16]=[CH:17][C:12]([CH2:11][NH:10][C:6]2[C:5]3[N:4]([N:3]=[C:2]([NH:30][C:29]4[CH:31]=[CH:32][CH:33]=[C:27]([N:24]5[CH2:23][CH2:22][N:21]([CH3:20])[CH2:26][CH2:25]5)[CH:28]=4)[N:19]=3)[CH:9]=[CH:8][CH:7]=2)=[CH:13][CH:14]=1, predict the reactants needed to synthesize it. The reactants are: Cl[C:2]1[N:19]=[C:5]2[C:6]([NH:10][CH2:11][C:12]3[CH:17]=[CH:16][C:15]([F:18])=[CH:14][CH:13]=3)=[CH:7][CH:8]=[CH:9][N:4]2[N:3]=1.[CH3:20][N:21]1[CH2:26][CH2:25][N:24]([C:27]2[CH:28]=[C:29]([CH:31]=[CH:32][CH:33]=2)[NH2:30])[CH2:23][CH2:22]1.